This data is from Forward reaction prediction with 1.9M reactions from USPTO patents (1976-2016). The task is: Predict the product of the given reaction. (1) Given the reactants CCOC(C)=O.O.[C:8]([C:10]1[C:11]([CH3:30])=[N:12][C:13]([N:16]([CH2:20][CH2:21][CH2:22][CH:23]2[CH2:28][CH2:27][N:26]([CH3:29])[CH2:25][CH2:24]2)C(=O)C)=[N:14][CH:15]=1)#[N:9], predict the reaction product. The product is: [CH3:30][C:11]1[C:10]([C:8]#[N:9])=[CH:15][N:14]=[C:13]([NH:16][CH2:20][CH2:21][CH2:22][CH:23]2[CH2:28][CH2:27][N:26]([CH3:29])[CH2:25][CH2:24]2)[N:12]=1. (2) Given the reactants [CH3:1][N:2]1[CH:7]=[C:6](B2OC(C)(C)C(C)(C)O2)[CH:5]=[C:4]([NH:17][C:18]2[CH:23]=[CH:22][C:21]([N:24]3[CH2:29][CH2:28][N:27]([CH:30]4[CH2:33][O:32][CH2:31]4)[CH2:26][C@@H:25]3[CH3:34])=[CH:20][N:19]=2)[C:3]1=[O:35].Cl[C:37]1[CH:42]=[CH:41][N:40]=[C:39]([N:43]2[C:55](=[O:56])[C:54]3[S:53][C:52]4[CH2:51][CH2:50][CH2:49][CH2:48][C:47]=4[C:46]=3[CH:45]=[N:44]2)[C:38]=1[CH:57]=[O:58].[O-]P([O-])([O-])=O.[K+].[K+].[K+].O.O.O.C([O-])(=O)C.[Na+], predict the reaction product. The product is: [CH3:1][N:2]1[C:3](=[O:35])[C:4]([NH:17][C:18]2[CH:23]=[CH:22][C:21]([N:24]3[CH2:29][CH2:28][N:27]([CH:30]4[CH2:33][O:32][CH2:31]4)[CH2:26][C@@H:25]3[CH3:34])=[CH:20][N:19]=2)=[CH:5][C:6]([C:37]2[CH:42]=[CH:41][N:40]=[C:39]([N:43]3[C:55](=[O:56])[C:54]4[S:53][C:52]5[CH2:51][CH2:50][CH2:49][CH2:48][C:47]=5[C:46]=4[CH:45]=[N:44]3)[C:38]=2[CH:57]=[O:58])=[CH:7]1. (3) Given the reactants [CH3:1][C@@:2]1([CH2:8][CH2:9][C:10]2[N:11]([CH3:27])[CH:12]=[C:13]([C:15](=[O:26])[CH2:16][CH2:17][CH2:18][CH2:19][C:20]3[CH:25]=[CH:24][CH:23]=[CH:22][CH:21]=3)[CH:14]=2)[CH2:6][O:5]C(=O)[NH:3]1.O1CCCC1.CO.[OH-].[K+], predict the reaction product. The product is: [NH2:3][C@:2]([CH3:1])([CH2:8][CH2:9][C:10]1[N:11]([CH3:27])[CH:12]=[C:13]([C:15](=[O:26])[CH2:16][CH2:17][CH2:18][CH2:19][C:20]2[CH:21]=[CH:22][CH:23]=[CH:24][CH:25]=2)[CH:14]=1)[CH2:6][OH:5]. (4) Given the reactants CS(O)(=O)=O.CS(O)(=O)=O.[NH2:11][C:12]1[C:19](=[O:20])[N:15]2[CH2:16][CH2:17][CH2:18][N:14]2[C:13]=1[NH2:21].[NH2:22][C:23]1[CH:24]=[CH:25][C:26]([O:30][CH3:31])=[C:27]([OH:29])[CH:28]=1.N.OO, predict the reaction product. The product is: [NH2:21][C:13]1[N:14]2[CH2:18][CH2:17][CH2:16][N:15]2[C:19](=[O:20])[C:12]=1/[N:11]=[C:24]1/[C:23]([NH2:22])=[CH:28][C:27](=[O:29])[C:26]([O:30][CH3:31])=[CH:25]/1.